From a dataset of Full USPTO retrosynthesis dataset with 1.9M reactions from patents (1976-2016). Predict the reactants needed to synthesize the given product. The reactants are: N#N.Br[C:4]1[C:5]([NH:11][C:12]2[CH:21]=[CH:20][CH:19]=[CH:18][C:13]=2[C:14]([NH:16][CH3:17])=[O:15])=[CH:6][C:7]([Cl:10])=[N:8][CH:9]=1.[O-]P([O-])([O-])=O.[K+].[K+].[K+].[C:30]1(C)[CH:35]=CC=C[CH:31]=1. Given the product [Cl:10][C:7]1[CH:6]=[C:5]([NH:11][C:12]2[CH:21]=[CH:20][CH:19]=[CH:18][C:13]=2[C:14]([NH:16][CH3:17])=[O:15])[C:4]([C:30]([CH3:35])=[CH2:31])=[CH:9][N:8]=1, predict the reactants needed to synthesize it.